Dataset: Forward reaction prediction with 1.9M reactions from USPTO patents (1976-2016). Task: Predict the product of the given reaction. (1) Given the reactants [N+:1]([C:4]1[CH:12]=[C:11]2[C:7]([CH2:8][CH2:9][NH:10]2)=[CH:6][CH:5]=1)([O-:3])=[O:2].CCN(CC)CC.[C:20](O[C:20]([C:22]([F:25])([F:24])[F:23])=[O:21])([C:22]([F:25])([F:24])[F:23])=[O:21].O, predict the reaction product. The product is: [F:23][C:22]([F:25])([F:24])[C:20]([N:10]1[C:11]2[C:7](=[CH:6][CH:5]=[C:4]([N+:1]([O-:3])=[O:2])[CH:12]=2)[CH2:8][CH2:9]1)=[O:21]. (2) Given the reactants [C@@H:1]1([N:10]2[C:20]3[N:19]=[C:17]([NH2:18])[NH:16][C:14](=[O:15])[C:13]=3[N:12]=[CH:11]2)[O:9][C@H:6]([CH2:7][OH:8])[C@@H:4]([OH:5])[C@H:2]1[OH:3].C[Si](Cl)(C)C.[C:26](O[C:26](=O)[CH:27]([CH3:29])[CH3:28])(=O)[CH:27]([CH3:29])[CH3:28].N, predict the reaction product. The product is: [CH2:26]([NH:18][C:17]1[NH:16][C:14](=[O:15])[C:13]2[N:12]=[CH:11][N:10]([C:20]=2[N:19]=1)[C@@H:1]1[O:9][C@H:6]([CH2:7][OH:8])[C@@H:4]([OH:5])[C@H:2]1[OH:3])[CH:27]([CH3:29])[CH3:28]. (3) Given the reactants [CH3:1][C:2]([C:4]1[CH:9]=[CH:8][C:7]([I:10])=[CH:6][C:5]=1[OH:11])=[O:3].[CH3:12][O:13][C:14]1[CH:15]=[C:16]([CH:19]=[C:20]([O:24][CH3:25])[C:21]=1[O:22][CH3:23])[CH:17]=O.[OH-].[K+].Cl, predict the reaction product. The product is: [OH:11][C:5]1[CH:6]=[C:7]([I:10])[CH:8]=[CH:9][C:4]=1[C:2](=[O:3])[CH:1]=[CH:17][C:16]1[CH:19]=[C:20]([O:24][CH3:25])[C:21]([O:22][CH3:23])=[C:14]([O:13][CH3:12])[CH:15]=1. (4) Given the reactants [CH3:1][O:2][C:3]([C:5]1[C:10](Br)=[C:9]([NH2:12])[CH:8]=[C:7]([Cl:13])[N:6]=1)=[O:4].[CH3:14][Sn](C)(C)C, predict the reaction product. The product is: [CH3:1][O:2][C:3]([C:5]1[C:10]([CH3:14])=[C:9]([NH2:12])[CH:8]=[C:7]([Cl:13])[N:6]=1)=[O:4]. (5) Given the reactants [CH2:1]([N:8]1[C:13]([CH3:14])=[CH:12][C:11]([O:15][CH2:16][C:17]2[CH:22]=[CH:21][CH:20]=[CH:19][CH:18]=2)=[CH:10][C:9]1=[O:23])[C:2]1[CH:7]=[CH:6][CH:5]=[CH:4][CH:3]=1.C(O)(=O)C.C([O-])(=O)C.[Na+].[Br:33]Br, predict the reaction product. The product is: [CH2:1]([N:8]1[C:13]([CH3:14])=[CH:12][C:11]([O:15][CH2:16][C:17]2[CH:22]=[CH:21][CH:20]=[CH:19][CH:18]=2)=[C:10]([Br:33])[C:9]1=[O:23])[C:2]1[CH:3]=[CH:4][CH:5]=[CH:6][CH:7]=1. (6) Given the reactants Br[C:2]1[CH:7]=[CH:6][C:5]([S:8]([CH3:11])(=[O:10])=[O:9])=[CH:4][N:3]=1.C(N(CC)CC)C.O.[NH2:20][NH2:21], predict the reaction product. The product is: [NH:20]([C:2]1[CH:7]=[CH:6][C:5]([S:8]([CH3:11])(=[O:10])=[O:9])=[CH:4][N:3]=1)[NH2:21].